From a dataset of Forward reaction prediction with 1.9M reactions from USPTO patents (1976-2016). Predict the product of the given reaction. (1) Given the reactants N(C(N1[CH2:18][CH2:17][CH2:16][CH2:15][CH2:14]1)=O)=NC(N1[CH2:18][CH2:17][CH2:16][CH2:15][CH2:14]1)=O.C1(O)CCCCC1.C(P(CCCC)CCCC)CCC.[OH:39][C:40]1[CH:45]=[CH:44][C:43]([CH2:46][CH2:47][C:48]([CH3:58])([S:54]([CH3:57])(=[O:56])=[O:55])[C:49]([O:51][CH2:52][CH3:53])=[O:50])=[CH:42][CH:41]=1, predict the reaction product. The product is: [CH:16]1([CH2:15][CH2:14][O:39][C:40]2[CH:41]=[CH:42][C:43]([CH2:46][CH2:47][C:48]([CH3:58])([S:54]([CH3:57])(=[O:56])=[O:55])[C:49]([O:51][CH2:52][CH3:53])=[O:50])=[CH:44][CH:45]=2)[CH2:17][CH2:18]1. (2) Given the reactants [CH3:1][C:2]1[CH:3]=[CH:4][C:5]2[N:6]([C:8]([CH2:18]O)=[C:9]([C:11]3[CH:16]=[CH:15][C:14]([CH3:17])=[CH:13][CH:12]=3)[N:10]=2)[CH:7]=1.[CH3:20][N:21]([CH3:30])[C:22]1[CH:29]=[CH:28][C:25]([C:26]#[N:27])=[CH:24][CH:23]=1.S(=O)(=O)(O)[OH:32].N, predict the reaction product. The product is: [CH3:20][N:21]([CH3:30])[C:22]1[CH:29]=[CH:28][C:25]([C:26]([NH:27][CH2:18][C:8]2[N:6]3[CH:7]=[C:2]([CH3:1])[CH:3]=[CH:4][C:5]3=[N:10][C:9]=2[C:11]2[CH:12]=[CH:13][C:14]([CH3:17])=[CH:15][CH:16]=2)=[O:32])=[CH:24][CH:23]=1.